From a dataset of Orexin1 receptor HTS with 218,158 compounds and 233 confirmed actives. Binary Classification. Given a drug SMILES string, predict its activity (active/inactive) in a high-throughput screening assay against a specified biological target. (1) The compound is Brc1ccc(C(=O)NC(C2C(C2)(C)C(OC)=O)c2ccccc2)cc1. The result is 0 (inactive). (2) The molecule is O=C(NCc1occc1)C1N(CCC1)C(=O)Nc1ccccc1. The result is 0 (inactive). (3) The molecule is Clc1c(ccc(Cl)c1)C(=O)N\N=C(/N)CC(OCC)=O. The result is 0 (inactive). (4) The molecule is Clc1ccc(CN2c3c(N4CCOCC4)ncnc3NC(C2=O)Cc2ccccc2)cc1. The result is 0 (inactive). (5) The drug is FC(F)(F)c1c(NC(=O)CN2C(=O)C3(NC2=O)CCCC3)cccc1. The result is 0 (inactive). (6) The compound is O1CCN(CCN(C(C(=O)NC(C)(C)C)c2oc(cc2)C)C(=O)Cn2nc(nn2)c2ccc(cc2)C)CC1. The result is 0 (inactive). (7) The molecule is O1CCN(C(C(NC(=O)c2ccc(cc2)c2ccccc2)C)c2ccccc2)CC1. The result is 0 (inactive).